From a dataset of NCI-60 drug combinations with 297,098 pairs across 59 cell lines. Regression. Given two drug SMILES strings and cell line genomic features, predict the synergy score measuring deviation from expected non-interaction effect. (1) Drug 1: C1=CC=C(C(=C1)C(C2=CC=C(C=C2)Cl)C(Cl)Cl)Cl. Drug 2: C(CCl)NC(=O)N(CCCl)N=O. Cell line: NCI-H322M. Synergy scores: CSS=-3.43, Synergy_ZIP=2.69, Synergy_Bliss=2.79, Synergy_Loewe=-0.0424, Synergy_HSA=-0.854. (2) Drug 1: CCC1(CC2CC(C3=C(CCN(C2)C1)C4=CC=CC=C4N3)(C5=C(C=C6C(=C5)C78CCN9C7C(C=CC9)(C(C(C8N6C=O)(C(=O)OC)O)OC(=O)C)CC)OC)C(=O)OC)O.OS(=O)(=O)O. Drug 2: C1C(C(OC1N2C=NC3=C2NC=NCC3O)CO)O. Cell line: SW-620. Synergy scores: CSS=4.84, Synergy_ZIP=-2.22, Synergy_Bliss=3.12, Synergy_Loewe=-2.92, Synergy_HSA=2.06. (3) Drug 1: CC(C1=C(C=CC(=C1Cl)F)Cl)OC2=C(N=CC(=C2)C3=CN(N=C3)C4CCNCC4)N. Drug 2: CC1=C(C(=O)C2=C(C1=O)N3CC4C(C3(C2COC(=O)N)OC)N4)N. Cell line: HS 578T. Synergy scores: CSS=1.24, Synergy_ZIP=0.775, Synergy_Bliss=4.68, Synergy_Loewe=-7.10, Synergy_HSA=-0.530. (4) Drug 1: CN1CCC(CC1)COC2=C(C=C3C(=C2)N=CN=C3NC4=C(C=C(C=C4)Br)F)OC. Drug 2: CC(CN1CC(=O)NC(=O)C1)N2CC(=O)NC(=O)C2. Cell line: T-47D. Synergy scores: CSS=11.9, Synergy_ZIP=-2.74, Synergy_Bliss=0.116, Synergy_Loewe=0.504, Synergy_HSA=1.10. (5) Drug 1: CC1C(C(CC(O1)OC2CC(CC3=C2C(=C4C(=C3O)C(=O)C5=C(C4=O)C(=CC=C5)OC)O)(C(=O)C)O)N)O.Cl. Drug 2: C#CCC(CC1=CN=C2C(=N1)C(=NC(=N2)N)N)C3=CC=C(C=C3)C(=O)NC(CCC(=O)O)C(=O)O. Cell line: RPMI-8226. Synergy scores: CSS=36.8, Synergy_ZIP=9.58, Synergy_Bliss=11.4, Synergy_Loewe=11.6, Synergy_HSA=11.7. (6) Drug 1: CCCS(=O)(=O)NC1=C(C(=C(C=C1)F)C(=O)C2=CNC3=C2C=C(C=N3)C4=CC=C(C=C4)Cl)F. Drug 2: CC1=C2C(C(=O)C3(C(CC4C(C3C(C(C2(C)C)(CC1OC(=O)C(C(C5=CC=CC=C5)NC(=O)C6=CC=CC=C6)O)O)OC(=O)C7=CC=CC=C7)(CO4)OC(=O)C)O)C)OC(=O)C. Cell line: NCIH23. Synergy scores: CSS=43.3, Synergy_ZIP=5.02, Synergy_Bliss=6.97, Synergy_Loewe=-46.3, Synergy_HSA=3.97.